This data is from NCI-60 drug combinations with 297,098 pairs across 59 cell lines. The task is: Regression. Given two drug SMILES strings and cell line genomic features, predict the synergy score measuring deviation from expected non-interaction effect. Drug 1: C1C(C(OC1N2C=C(C(=O)NC2=O)F)CO)O. Drug 2: CC(C)CN1C=NC2=C1C3=CC=CC=C3N=C2N. Cell line: NCI-H460. Synergy scores: CSS=55.5, Synergy_ZIP=3.69, Synergy_Bliss=4.62, Synergy_Loewe=-17.0, Synergy_HSA=4.84.